This data is from hERG Central: cardiac toxicity at 1µM, 10µM, and general inhibition. The task is: Predict hERG channel inhibition at various concentrations. The compound is COc1ccc(-n2c(Cc3ccccc3)nc3ccccc3c2=O)cc1. Results: hERG_inhib (hERG inhibition (general)): blocker.